From a dataset of Catalyst prediction with 721,799 reactions and 888 catalyst types from USPTO. Predict which catalyst facilitates the given reaction. (1) Reactant: [O:1]1CCO[CH:2]1[C:6]1[CH:7]=[C:8]([NH:12][C:13](=[O:15])[CH3:14])[CH:9]=[CH:10][CH:11]=1.C1(C)C=CC(S([O-])(=O)=O)=CC=1.[NH+]1C=CC=CC=1. Product: [CH:2]([C:6]1[CH:7]=[C:8]([NH:12][C:13](=[O:15])[CH3:14])[CH:9]=[CH:10][CH:11]=1)=[O:1]. The catalyst class is: 95. (2) Reactant: [O:1]=[C:2]1[NH:6][C@H:5]([CH2:7][CH2:8][C:9]([OH:11])=O)[C:4](=[O:12])[NH:3]1.C(Cl)CCl.[CH3:17][CH2:18][SH:19]. Product: [O:1]=[C:2]1[NH:6][C@H:5]([CH2:7][CH2:8][C:9](=[O:11])[S:19][CH2:18][CH3:17])[C:4](=[O:12])[NH:3]1. The catalyst class is: 808. (3) Reactant: [F:1][C@@H:2]1[CH2:6][CH2:5][N:4]([C:7]2[N:12]=[C:11]([N:13]3[CH2:18][CH2:17][O:16][CH2:15][CH2:14]3)[CH:10]=[C:9]([CH3:19])[C:8]=2[N+:20]([O-])=O)[CH2:3]1.CCN(C(C)C)C(C)C.[CH3:32][C:33]1[CH:37]=[CH:36][O:35][C:34]=1[C:38](Cl)=[O:39]. Product: [F:1][C@@H:2]1[CH2:6][CH2:5][N:4]([C:7]2[C:8]([NH:20][C:38]([C:34]3[O:35][CH:36]=[CH:37][C:33]=3[CH3:32])=[O:39])=[C:9]([CH3:19])[CH:10]=[C:11]([N:13]3[CH2:18][CH2:17][O:16][CH2:15][CH2:14]3)[N:12]=2)[CH2:3]1. The catalyst class is: 1. (4) Reactant: [N:1]1([C:12]([O:14][C:15]([CH3:18])([CH3:17])[CH3:16])=[O:13])[CH2:6][CH2:5][CH2:4][CH:3]([C:7]([O:9][CH2:10][CH3:11])=[O:8])[CH2:2]1.C[Si]([N-][Si](C)(C)C)(C)C.[Li+].C1COCC1.Br[CH2:35][C:36]#[N:37]. Product: [C:36]([CH2:35][C:3]1([C:7]([O:9][CH2:10][CH3:11])=[O:8])[CH2:4][CH2:5][CH2:6][N:1]([C:12]([O:14][C:15]([CH3:17])([CH3:16])[CH3:18])=[O:13])[CH2:2]1)#[N:37]. The catalyst class is: 56. (5) The catalyst class is: 9. Reactant: [CH:1]1[C:10]2[C:5](=[CH:6][CH:7]=[CH:8][CH:9]=2)[CH:4]=[CH:3][C:2]=1[C:11]1[C:12]2[C:17]([CH:18]=[C:19]3[C:24]=1[CH:23]=[CH:22][CH:21]=[CH:20]3)=[CH:16][CH:15]=[CH:14][CH:13]=2.[Br:25]N1C(=O)CCC1=O.O. Product: [Br:25][C:18]1[C:19]2[C:24]([C:11]([C:2]3[CH:3]=[CH:4][C:5]4[C:10](=[CH:9][CH:8]=[CH:7][CH:6]=4)[CH:1]=3)=[C:12]3[C:17]=1[CH:16]=[CH:15][CH:14]=[CH:13]3)=[CH:23][CH:22]=[CH:21][CH:20]=2.